From a dataset of Full USPTO retrosynthesis dataset with 1.9M reactions from patents (1976-2016). Predict the reactants needed to synthesize the given product. (1) Given the product [OH:46][C:43]1[CH:42]=[CH:41][C:40]([C:37]2[CH:38]=[CH:39][C:34]([N:19]([C:20]3[CH:25]=[CH:24][C:23]([C:26]4[CH:31]=[CH:30][C:29]([OH:32])=[CH:28][CH:27]=4)=[CH:22][CH:21]=3)[C:16]3[CH:17]=[CH:18][C:13]([C:10]4[CH:11]=[CH:12][C:7]([OH:6])=[CH:8][CH:9]=4)=[CH:14][CH:15]=3)=[CH:35][CH:36]=2)=[CH:45][CH:44]=1, predict the reactants needed to synthesize it. The reactants are: B(Br)(Br)Br.C[O:6][C:7]1[CH:12]=[CH:11][C:10]([C:13]2[CH:18]=[CH:17][C:16]([N:19]([C:34]3[CH:39]=[CH:38][C:37]([C:40]4[CH:45]=[CH:44][C:43]([O:46]C)=[CH:42][CH:41]=4)=[CH:36][CH:35]=3)[C:20]3[CH:25]=[CH:24][C:23]([C:26]4[CH:31]=[CH:30][C:29]([O:32]C)=[CH:28][CH:27]=4)=[CH:22][CH:21]=3)=[CH:15][CH:14]=2)=[CH:9][CH:8]=1. (2) Given the product [CH3:30][C:10]1[CH:15]=[CH:14][C:13]([S:16]([O:7][C:3](=[CH:4][C:5]#[N:6])[C:2]([F:9])([F:8])[F:1])(=[O:18])=[O:17])=[CH:12][CH:11]=1, predict the reactants needed to synthesize it. The reactants are: [F:1][C:2]([F:9])([F:8])[C:3](=[O:7])[CH2:4][C:5]#[N:6].[C:10]1([CH3:30])[CH:15]=[CH:14][C:13]([S:16](O[S:16]([C:13]2[CH:14]=[CH:15][C:10]([CH3:30])=[CH:11][CH:12]=2)(=[O:18])=[O:17])(=[O:18])=[O:17])=[CH:12][CH:11]=1.C(N(CC)CC)C. (3) Given the product [S:1]1[C:5]2[CH:6]=[CH:7][CH:8]=[CH:9][C:4]=2[N:3]=[C:2]1[N:10]([CH2:41][O:42][CH2:43][CH2:44][Si:45]([CH3:46])([CH3:48])[CH3:47])[C:11]([C:13]1[CH:14]=[CH:15][CH:16]=[C:17]2[C:22]=1[CH2:21][N:20]([C:23]1[S:24][C:25]([CH2:32][CH2:33][CH2:34][C:35]3[CH:40]=[CH:39][CH:38]=[CH:37][CH:36]=3)=[C:26]([C:28]([O:30][CH3:31])=[O:29])[N:27]=1)[CH2:19][CH2:18]2)=[O:12], predict the reactants needed to synthesize it. The reactants are: [S:1]1[C:5]2[CH:6]=[CH:7][CH:8]=[CH:9][C:4]=2[N:3]=[C:2]1[N:10]([CH2:41][O:42][CH2:43][CH2:44][Si:45]([CH3:48])([CH3:47])[CH3:46])[C:11]([C:13]1[CH:14]=[CH:15][CH:16]=[C:17]2[C:22]=1[CH2:21][N:20]([C:23]1[S:24][C:25]([C:32]#[C:33][CH2:34][C:35]3[CH:40]=[CH:39][CH:38]=[CH:37][CH:36]=3)=[C:26]([C:28]([O:30][CH3:31])=[O:29])[N:27]=1)[CH2:19][CH2:18]2)=[O:12]. (4) Given the product [ClH:1].[Cl:1][C:2]1[CH:7]=[CH:6][CH:5]=[CH:4][C:3]=1[CH:8]1[N:12]([C:13]2[CH:18]=[CH:17][CH:16]=[C:15]([C:19]3[CH2:20][CH2:21][NH:22][CH2:23][CH:24]=3)[CH:14]=2)[N:11]=[C:10]([C:32]([C:38]([F:41])([F:39])[F:40])([C:34]([F:35])([F:36])[F:37])[OH:33])[CH2:9]1, predict the reactants needed to synthesize it. The reactants are: [Cl:1][C:2]1[CH:7]=[CH:6][CH:5]=[CH:4][C:3]=1[CH:8]1[N:12]([C:13]2[CH:18]=[CH:17][CH:16]=[C:15]([C:19]3[CH2:20][CH2:21][N:22](C(OC(C)(C)C)=O)[CH2:23][CH:24]=3)[CH:14]=2)[N:11]=[C:10]([C:32]([C:38]([F:41])([F:40])[F:39])([C:34]([F:37])([F:36])[F:35])[OH:33])[CH2:9]1.Cl. (5) Given the product [OH:26][CH:10]([CH2:11][C:12]1[CH:17]=[CH:16][C:15]([O:18][CH2:19][C:20]2[CH:25]=[CH:24][CH:23]=[CH:22][CH:21]=2)=[CH:14][CH:13]=1)[C:9]([O:8][CH2:6][CH3:7])=[O:27], predict the reactants needed to synthesize it. The reactants are: C([O-])(=O)CC.[CH2:6]([O:8][C:9](=[O:27])[CH:10]1[O:26][CH:11]1[C:12]1[CH:17]=[CH:16][C:15]([O:18][CH2:19][C:20]2[CH:25]=[CH:24][CH:23]=[CH:22][CH:21]=2)=[CH:14][CH:13]=1)[CH3:7].[H][H]. (6) Given the product [CH:31]1([C:12]2[CH:13]=[C:14]3[C:19]([C:20](=[O:21])[NH:22][CH3:23])=[C:18]([C:24]4[CH:29]=[CH:28][C:27]([CH3:30])=[CH:26][CH:25]=4)[O:17][C:15]3=[N:16][C:11]=2[N:6]([CH2:5][CH2:4][CH2:3][CH2:2][CH:38]([S:35]([CH3:34])(=[O:37])=[O:36])[C:39]([O:41][CH2:42][CH3:43])=[O:40])[S:7]([CH3:10])(=[O:9])=[O:8])[CH2:33][CH2:32]1, predict the reactants needed to synthesize it. The reactants are: Br[CH2:2][CH2:3][CH2:4][CH2:5][N:6]([C:11]1[N:16]=[C:15]2[O:17][C:18]([C:24]3[CH:29]=[CH:28][C:27]([CH3:30])=[CH:26][CH:25]=3)=[C:19]([C:20]([NH:22][CH3:23])=[O:21])[C:14]2=[CH:13][C:12]=1[CH:31]1[CH2:33][CH2:32]1)[S:7]([CH3:10])(=[O:9])=[O:8].[CH3:34][S:35]([CH2:38][C:39]([O:41][CH2:42][CH3:43])=[O:40])(=[O:37])=[O:36].C(=O)([O-])[O-].[Cs+].[Cs+]. (7) Given the product [C:1]([C@@H:5]1[NH:26][C:25](=[O:27])[O:24][CH2:23][CH2:22][CH2:21][CH2:20][CH2:19][CH2:18][CH2:17][C:16]2[CH:28]=[CH:29][CH:30]=[CH:31][C:15]=2[CH2:14][CH2:13][CH2:12][O:11][C@H:10]2[CH2:32][N:7]([C@H:8]([C:33]([O:35][CH3:36])=[O:34])[CH2:9]2)[C:6]1=[O:37])([CH3:4])([CH3:2])[CH3:3], predict the reactants needed to synthesize it. The reactants are: [C:1]([C@@H:5]1[NH:26][C:25](=[O:27])[O:24][CH2:23][CH2:22][CH2:21][CH2:20][CH2:19][CH:18]=[CH:17][C:16]2[CH:28]=[CH:29][CH:30]=[CH:31][C:15]=2[C:14]#[C:13][CH2:12][O:11][C@H:10]2[CH2:32][N:7]([C@H:8]([C:33]([O:35][CH3:36])=[O:34])[CH2:9]2)[C:6]1=[O:37])([CH3:4])([CH3:3])[CH3:2].